Predict the product of the given reaction. From a dataset of Forward reaction prediction with 1.9M reactions from USPTO patents (1976-2016). (1) Given the reactants C(OC([N:11]1[CH2:20][CH2:19][C:18]2[C:13](=[CH:14][CH:15]=[C:16]([F:21])[CH:17]=2)[CH:12]1[C:22]1[CH:27]=[C:26]([Cl:28])[CH:25]=[CH:24][C:23]=1[O:29][CH2:30]C=C)=O)C1C=CC=CC=1.CN1[C:41](=O)[CH2:40][C:38](=O)N(C)C1=O.[C:44](=[O:47])([O-])[O-:45].[K+].[K+].BrC[C:52]([O:54][CH2:55][CH3:56])=[O:53].[CH3:57][CH2:58]OC(C)=O, predict the reaction product. The product is: [CH2:55]([O:54][C:52]([N:11]1[CH2:20][CH2:19][C:18]2[C:13](=[CH:14][CH:15]=[C:16]([F:21])[CH:17]=2)[CH:12]1[C:22]1[CH:27]=[C:26]([Cl:28])[CH:25]=[CH:24][C:23]=1[O:29][CH2:30][C:44]([OH:45])=[O:47])=[O:53])[C:56]1[CH:38]=[CH:40][CH:41]=[CH:58][CH:57]=1. (2) Given the reactants C1COCC1.[C:6]([O:10][C:11](=[O:26])[NH:12][C@H:13]([C:23](=O)[NH2:24])[CH2:14][C:15]1[CH:20]=[CH:19][CH:18]=[CH:17][C:16]=1[O:21][CH3:22])([CH3:9])([CH3:8])[CH3:7], predict the reaction product. The product is: [C:6]([O:10][C:11](=[O:26])[NH:12][C@@H:13]([CH2:14][C:15]1[CH:20]=[CH:19][CH:18]=[CH:17][C:16]=1[O:21][CH3:22])[CH2:23][NH2:24])([CH3:8])([CH3:9])[CH3:7]. (3) Given the reactants C[O:2][C:3](=O)[C:4]1[CH:9]=[CH:8][C:7]([C:10]([F:13])([F:12])[F:11])=[C:6]([CH2:14][CH:15]([CH3:17])[CH3:16])[CH:5]=1.[BH4-].[Li+].Cl, predict the reaction product. The product is: [CH2:14]([C:6]1[CH:5]=[C:4]([CH2:3][OH:2])[CH:9]=[CH:8][C:7]=1[C:10]([F:13])([F:12])[F:11])[CH:15]([CH3:17])[CH3:16]. (4) Given the reactants [Si:1]([O:8][CH2:9][CH2:10][O:11][C:12]1[C:13]([C:20]2[CH:30]=[CH:29][C:23]([C:24]([N:26]([CH3:28])[CH3:27])=[O:25])=[CH:22][CH:21]=2)=[N:14][C:15]([CH:18]=O)=[CH:16][CH:17]=1)([C:4]([CH3:7])([CH3:6])[CH3:5])([CH3:3])[CH3:2].[NH2:31][C:32]1[CH:40]=[C:39]([O:41][CH3:42])[CH:38]=[C:37]([O:43][CH3:44])[C:33]=1[C:34]([NH2:36])=[O:35].OS([O-])=O.[Na+].O.C1(C)C=CC(S(O)(=O)=O)=CC=1, predict the reaction product. The product is: [Si:1]([O:8][CH2:9][CH2:10][O:11][C:12]1[C:13]([C:20]2[CH:21]=[CH:22][C:23]([C:24]([N:26]([CH3:28])[CH3:27])=[O:25])=[CH:29][CH:30]=2)=[N:14][C:15]([C:18]2[NH:36][C:34](=[O:35])[C:33]3[C:32](=[CH:40][C:39]([O:41][CH3:42])=[CH:38][C:37]=3[O:43][CH3:44])[N:31]=2)=[CH:16][CH:17]=1)([C:4]([CH3:7])([CH3:5])[CH3:6])([CH3:3])[CH3:2]. (5) Given the reactants C(OC(=O)[N:7]([C:9]1[CH:14]=[C:13]([Cl:15])[CH:12]=[CH:11][C:10]=1[NH:16][C:17](=O)[CH2:18][O:19][C:20]1[CH:25]=[CH:24][C:23]([CH2:26][CH:27]2[S:31][C:30](=[O:32])[NH:29][C:28]2=[O:33])=[CH:22][CH:21]=1)[CH3:8])(C)(C)C.Cl, predict the reaction product. The product is: [ClH:15].[Cl:15][C:13]1[CH:12]=[CH:11][C:10]2[N:16]=[C:17]([CH2:18][O:19][C:20]3[CH:21]=[CH:22][C:23]([CH2:26][CH:27]4[S:31][C:30](=[O:32])[NH:29][C:28]4=[O:33])=[CH:24][CH:25]=3)[N:7]([CH3:8])[C:9]=2[CH:14]=1. (6) The product is: [Cl:1][C:2]1[CH:27]=[CH:26][C:5]([CH2:6][N:7]2[C:15]3[C:10](=[CH:11][C:12]([CH:16]=[C:17]4[S:21][C:20]([N:32]5[CH2:37][CH2:36][O:35][CH2:34][C@@H:33]5[C:38]([OH:40])=[O:39])=[N:19][C:18]4=[O:25])=[CH:13][CH:14]=3)[CH:9]=[N:8]2)=[C:4]([C:28]([F:31])([F:29])[F:30])[CH:3]=1. Given the reactants [Cl:1][C:2]1[CH:27]=[CH:26][C:5]([CH2:6][N:7]2[C:15]3[C:10](=[CH:11][C:12]([CH:16]=[C:17]4[S:21][C:20](SCC)=[N:19][C:18]4=[O:25])=[CH:13][CH:14]=3)[CH:9]=[N:8]2)=[C:4]([C:28]([F:31])([F:30])[F:29])[CH:3]=1.[NH:32]1[CH2:37][CH2:36][O:35][CH2:34][C@@H:33]1[C:38]([OH:40])=[O:39], predict the reaction product. (7) Given the reactants Br[C:2]1[CH:3]=[C:4]2[C:10]([C:11]3[CH:12]=[N:13][N:14]([CH2:16][C:17]4[CH:22]=[C:21]([F:23])[CH:20]=[C:19]([F:24])[CH:18]=4)[CH:15]=3)=[CH:9][N:8]([S:25]([C:28]3[CH:34]=[CH:33][C:31]([CH3:32])=[CH:30][CH:29]=3)(=[O:27])=[O:26])[C:5]2=[N:6][CH:7]=1.FC1C=C(C=C(F)C=1)CN1C=C(C2C3C(=NC=C(C4C=CC(OC)=C(NS(C)(=O)=O)C=4)C=3)NC=2)C=N1.[F:71][C:72]1[CH:77]=[C:76](B2OC(C)(C)C(C)(C)O2)[CH:75]=[CH:74][C:73]=1[C:87]1[CH2:92][CH2:91][N:90]([C:93]([O:95][C:96]([CH3:99])([CH3:98])[CH3:97])=[O:94])[CH2:89][CH:88]=1.P([O-])([O-])([O-])=O.[K+].[K+].[K+].C1(P(C2CCCCC2)C2CCCCC2)CCCCC1, predict the reaction product. The product is: [F:24][C:19]1[CH:18]=[C:17]([CH:22]=[C:21]([F:23])[CH:20]=1)[CH2:16][N:14]1[CH:15]=[C:11]([C:10]2[C:4]3[C:5](=[N:6][CH:7]=[C:2]([C:76]4[CH:75]=[CH:74][C:73]([C:87]5[CH2:92][CH2:91][N:90]([C:93]([O:95][C:96]([CH3:98])([CH3:97])[CH3:99])=[O:94])[CH2:89][CH:88]=5)=[C:72]([F:71])[CH:77]=4)[CH:3]=3)[N:8]([S:25]([C:28]3[CH:29]=[CH:30][C:31]([CH3:32])=[CH:33][CH:34]=3)(=[O:26])=[O:27])[CH:9]=2)[CH:12]=[N:13]1. (8) Given the reactants Cl.[CH:2]1([CH2:5][O:6][C:7]2[CH:12]=[CH:11][C:10]([O:13][CH3:14])=[CH:9][C:8]=2[C:15]2[CH:20]=[CH:19][N:18]=[C:17]3[C:21]([C:25]([NH:27][C@H:28]4[C@H:32]([OH:33])[CH2:31][NH:30][CH2:29]4)=[O:26])=[C:22]([CH3:24])[NH:23][C:16]=23)[CH2:4][CH2:3]1.C([O:37][CH2:38][C:39](Cl)=[O:40])(=O)C, predict the reaction product. The product is: [CH:2]1([CH2:5][O:6][C:7]2[CH:12]=[CH:11][C:10]([O:13][CH3:14])=[CH:9][C:8]=2[C:15]2[CH:20]=[CH:19][N:18]=[C:17]3[C:21]([C:25]([NH:27][C@H:28]4[C@H:32]([OH:33])[CH2:31][N:30]([C:38](=[O:37])[CH2:39][OH:40])[CH2:29]4)=[O:26])=[C:22]([CH3:24])[NH:23][C:16]=23)[CH2:4][CH2:3]1. (9) The product is: [F:30][C:21]1[CH:22]=[C:23]([C:24]([O:26][CH3:27])=[O:25])[CH:28]=[CH:29][C:20]=1[C:3]1[CH:4]=[CH:5][C:6]([O:8][CH3:9])=[CH:7][C:2]=1[F:1]. Given the reactants [F:1][C:2]1[CH:7]=[C:6]([O:8][CH3:9])[CH:5]=[CH:4][C:3]=1B1OC(C)(C)C(C)(C)O1.Br[C:20]1[CH:29]=[CH:28][C:23]([C:24]([O:26][CH3:27])=[O:25])=[CH:22][C:21]=1[F:30].C(=O)([O-])[O-].[K+].[K+].O1CCOCC1, predict the reaction product.